The task is: Regression. Given a peptide amino acid sequence and an MHC pseudo amino acid sequence, predict their binding affinity value. This is MHC class II binding data.. This data is from Peptide-MHC class II binding affinity with 134,281 pairs from IEDB. (1) The peptide sequence is LDLAVNAAVDAGIHF. The MHC is DRB4_0101 with pseudo-sequence DRB4_0103. The binding affinity (normalized) is 0.858. (2) The peptide sequence is EGTVDFIFGEARSLY. The MHC is DRB1_0101 with pseudo-sequence DRB1_0101. The binding affinity (normalized) is 0.960. (3) The peptide sequence is YAKFLANVSTVLTGK. The MHC is DRB1_1101 with pseudo-sequence DRB1_1101. The binding affinity (normalized) is 0.731. (4) The peptide sequence is IPSIIHEALNIALIA. The MHC is DRB1_0401 with pseudo-sequence DRB1_0401. The binding affinity (normalized) is 0.162. (5) The peptide sequence is SPHHKKLAQAVMEMT. The MHC is DRB5_0101 with pseudo-sequence DRB5_0101. The binding affinity (normalized) is 0.610. (6) The peptide sequence is NWVPTGRTTWSIHAGGEW. The MHC is DRB1_1501 with pseudo-sequence DRB1_1501. The binding affinity (normalized) is 0.0435. (7) The peptide sequence is KFAEGRRGAAEVLVVK. The MHC is HLA-DQA10501-DQB10302 with pseudo-sequence HLA-DQA10501-DQB10302. The binding affinity (normalized) is 0. (8) The peptide sequence is NKVKSLRILNTRRKL. The MHC is DRB1_1501 with pseudo-sequence DRB1_1501. The binding affinity (normalized) is 0.502. (9) The peptide sequence is VEKSQLLNEFNNLYA. The MHC is DRB1_0404 with pseudo-sequence DRB1_0404. The binding affinity (normalized) is 0.349. (10) The peptide sequence is AAKPAAAATATATAA. The MHC is HLA-DQA10501-DQB10201 with pseudo-sequence HLA-DQA10501-DQB10201. The binding affinity (normalized) is 0.0956.